Dataset: Full USPTO retrosynthesis dataset with 1.9M reactions from patents (1976-2016). Task: Predict the reactants needed to synthesize the given product. Given the product [Br:1][C:2]1[CH:7]=[N:6][C:5]([N:8]([CH3:19])[C@H:9]2[CH2:10][CH2:11][C@H:12]([C:15]#[C:16][CH2:17][O:18][S:21]([CH3:20])(=[O:23])=[O:22])[CH2:13][CH2:14]2)=[N:4][CH:3]=1, predict the reactants needed to synthesize it. The reactants are: [Br:1][C:2]1[CH:3]=[N:4][C:5]([N:8]([CH3:19])[C@H:9]2[CH2:14][CH2:13][C@H:12]([C:15]#[C:16][CH2:17][OH:18])[CH2:11][CH2:10]2)=[N:6][CH:7]=1.[CH3:20][S:21](Cl)(=[O:23])=[O:22].N1C=CC=CC=1.O.